This data is from Forward reaction prediction with 1.9M reactions from USPTO patents (1976-2016). The task is: Predict the product of the given reaction. (1) Given the reactants [F:1][C:2]1[CH:8]=[CH:7][C:5]([NH2:6])=[CH:4][C:3]=1[N+:9]([O-:11])=[O:10].[Br:12][C:13]1[CH:21]=[CH:20][C:16]([C:17](Cl)=[O:18])=[CH:15][CH:14]=1.C(N(C(C)C)CC)(C)C, predict the reaction product. The product is: [Br:12][C:13]1[CH:21]=[CH:20][C:16]([C:17]([NH:6][C:5]2[CH:7]=[CH:8][C:2]([F:1])=[C:3]([N+:9]([O-:11])=[O:10])[CH:4]=2)=[O:18])=[CH:15][CH:14]=1. (2) Given the reactants [CH3:1][C:2]1([CH3:14])[O:7][CH2:6][C:5]2=[CH:8][C:9]([N+:11]([O-])=O)=[N:10][N:4]2[CH2:3]1, predict the reaction product. The product is: [CH3:1][C:2]1([CH3:14])[O:7][CH2:6][C:5]2=[CH:8][C:9]([NH2:11])=[N:10][N:4]2[CH2:3]1. (3) Given the reactants [Br:1][C:2]1[CH:3]=[CH:4][C:5]([C:8]([NH2:10])=[O:9])=[N:6][CH:7]=1.[OH:11][CH:12](O)[C:13]([C:15]1[C:24]2[C:19](=[CH:20][CH:21]=[CH:22][CH:23]=2)[CH:18]=[CH:17][CH:16]=1)=[O:14], predict the reaction product. The product is: [Br:1][C:2]1[CH:3]=[CH:4][C:5]([C:8]([NH:10][CH:12]([OH:11])[C:13]([C:15]2[C:24]3[C:19](=[CH:20][CH:21]=[CH:22][CH:23]=3)[CH:18]=[CH:17][CH:16]=2)=[O:14])=[O:9])=[N:6][CH:7]=1. (4) The product is: [CH2:17]([N:19]1[C:23]2=[N:24][C:25]([CH2:47][CH3:48])=[C:26]([CH2:35][NH:36][C:37](=[O:46])[C:38]3[CH:43]=[CH:42][CH:41]=[C:40]([CH2:44][NH:1][CH2:2][C@H:3]([OH:4])[C:5]4[CH:14]=[CH:13][C:12]([OH:15])=[C:11]5[C:6]=4[CH:7]=[CH:8][C:9](=[O:16])[NH:10]5)[CH:39]=3)[C:27]([NH:28][CH:29]3[CH2:34][CH2:33][O:32][CH2:31][CH2:30]3)=[C:22]2[CH:21]=[N:20]1)[CH3:18]. Given the reactants [NH2:1][CH2:2][C@@H:3]([C:5]1[CH:14]=[CH:13][C:12]([OH:15])=[C:11]2[C:6]=1[CH:7]=[CH:8][C:9](=[O:16])[NH:10]2)[OH:4].[CH2:17]([N:19]1[C:23]2=[N:24][C:25]([CH2:47][CH3:48])=[C:26]([CH2:35][NH:36][C:37](=[O:46])[C:38]3[CH:43]=[CH:42][CH:41]=[C:40]([CH:44]=O)[CH:39]=3)[C:27]([NH:28][CH:29]3[CH2:34][CH2:33][O:32][CH2:31][CH2:30]3)=[C:22]2[CH:21]=[N:20]1)[CH3:18], predict the reaction product. (5) Given the reactants [NH2:1][C:2]1[C:11]2[CH:10]=[CH:9][CH:8]=[C:7](Br)[C:6]=2[N:5]=[C:4]2[CH2:13][N:14]([CH:17]3[CH2:20][CH2:19][CH2:18]3)[C:15](=[O:16])[C:3]=12.[F:21][C:22]1[C:23]([Sn](CCCC)(CCCC)CCCC)=[N:24][CH:25]=[CH:26][CH:27]=1, predict the reaction product. The product is: [NH2:1][C:2]1[C:11]2[CH:10]=[CH:9][CH:8]=[C:7]([C:23]3[C:22]([F:21])=[CH:27][CH:26]=[CH:25][N:24]=3)[C:6]=2[N:5]=[C:4]2[CH2:13][N:14]([CH:17]3[CH2:20][CH2:19][CH2:18]3)[C:15](=[O:16])[C:3]=12. (6) Given the reactants [C:1]([C:9]1[CH:17]=[CH:16][C:12]([C:13]([OH:15])=[O:14])=[CH:11][CH:10]=1)(=[O:8])[C:2]1[CH:7]=[CH:6][CH:5]=[CH:4][CH:3]=1.S(Cl)(Cl)=O.[CH3:22]O, predict the reaction product. The product is: [C:2]1([C:1]([C:9]2[CH:10]=[CH:11][C:12]([C:13]([O:15][CH3:22])=[O:14])=[CH:16][CH:17]=2)=[O:8])[CH:3]=[CH:4][CH:5]=[CH:6][CH:7]=1.